Dataset: NCI-60 drug combinations with 297,098 pairs across 59 cell lines. Task: Regression. Given two drug SMILES strings and cell line genomic features, predict the synergy score measuring deviation from expected non-interaction effect. (1) Drug 1: C1=CC=C(C(=C1)C(C2=CC=C(C=C2)Cl)C(Cl)Cl)Cl. Drug 2: C1=NC2=C(N1)C(=S)N=CN2. Cell line: IGROV1. Synergy scores: CSS=9.87, Synergy_ZIP=-4.03, Synergy_Bliss=1.65, Synergy_Loewe=-8.30, Synergy_HSA=1.55. (2) Drug 1: CC1C(C(CC(O1)OC2CC(OC(C2O)C)OC3=CC4=CC5=C(C(=O)C(C(C5)C(C(=O)C(C(C)O)O)OC)OC6CC(C(C(O6)C)O)OC7CC(C(C(O7)C)O)OC8CC(C(C(O8)C)O)(C)O)C(=C4C(=C3C)O)O)O)O. Drug 2: CN(CCCl)CCCl.Cl. Cell line: IGROV1. Synergy scores: CSS=11.6, Synergy_ZIP=5.34, Synergy_Bliss=13.4, Synergy_Loewe=-2.58, Synergy_HSA=0.475. (3) Drug 1: CC1=C(C=C(C=C1)NC2=NC=CC(=N2)N(C)C3=CC4=NN(C(=C4C=C3)C)C)S(=O)(=O)N.Cl. Drug 2: C1CCN(CC1)CCOC2=CC=C(C=C2)C(=O)C3=C(SC4=C3C=CC(=C4)O)C5=CC=C(C=C5)O. Cell line: MCF7. Synergy scores: CSS=11.4, Synergy_ZIP=-0.365, Synergy_Bliss=8.29, Synergy_Loewe=2.22, Synergy_HSA=5.65.